From a dataset of Catalyst prediction with 721,799 reactions and 888 catalyst types from USPTO. Predict which catalyst facilitates the given reaction. (1) Reactant: [OH:1][CH2:2][CH:3]1[CH2:8][CH2:7][N:6]([C:9]([O:11][C:12]([CH3:15])([CH3:14])[CH3:13])=[O:10])[CH2:5][CH2:4]1.C(N(C(C)C)CC)(C)C.ClC(Cl)(O[C:29](=[O:35])OC(Cl)(Cl)Cl)Cl.[S:37]1[C:41]2[CH2:42][CH2:43][CH2:44][C:40]=2[N:39]=[C:38]1[C:45]1[CH:51]=[CH:50][CH:49]=[CH:48][C:46]=1[NH2:47].C(=O)(O)[O-].[Na+]. Product: [S:37]1[C:41]2[CH2:42][CH2:43][CH2:44][C:40]=2[N:39]=[C:38]1[C:45]1[CH:51]=[CH:50][CH:49]=[CH:48][C:46]=1[NH:47][C:29]([O:1][CH2:2][CH:3]1[CH2:8][CH2:7][N:6]([C:9]([O:11][C:12]([CH3:15])([CH3:14])[CH3:13])=[O:10])[CH2:5][CH2:4]1)=[O:35]. The catalyst class is: 1. (2) Reactant: [NH:1]=[S:2]1(=[O:15])[CH2:7][CH2:6][N:5]([C:8]([O:10][C:11]([CH3:14])([CH3:13])[CH3:12])=[O:9])[CH2:4][CH2:3]1.[CH3:16][C:17]1[CH:21]=[CH:20][O:19][C:18]=1[C:22]([NH:24][C:25]1[CH:26]=[C:27]([C:31]#[C:32][C:33]2[CH:34]=[N:35][CH:36]=[C:37]([CH:41]=2)[C:38](O)=[O:39])[CH:28]=[CH:29][CH:30]=1)=[O:23].CCN(C(C)C)C(C)C.F[P-](F)(F)(F)(F)F.N1(O[P+](N(C)C)(N(C)C)N(C)C)C2C=CC=CC=2N=N1. The catalyst class is: 31. Product: [CH3:16][C:17]1[CH:21]=[CH:20][O:19][C:18]=1[C:22]([NH:24][C:25]1[CH:26]=[C:27]([C:31]#[C:32][C:33]2[CH:41]=[C:37]([C:38]([N:1]=[S:2]3(=[O:15])[CH2:3][CH2:4][N:5]([C:8]([O:10][C:11]([CH3:12])([CH3:14])[CH3:13])=[O:9])[CH2:6][CH2:7]3)=[O:39])[CH:36]=[N:35][CH:34]=2)[CH:28]=[CH:29][CH:30]=1)=[O:23]. (3) Reactant: C(OC(=O)[NH:7][CH:8]1[CH2:13][CH2:12][N:11]([C:14]2[N:15]([CH3:32])[C:16](=[O:31])[C:17]([C:22]3[CH:27]=[CH:26][C:25]([O:28][CH3:29])=[C:24]([F:30])[CH:23]=3)=[C:18]([C:20]#[N:21])[N:19]=2)[CH2:10][CH2:9]1)(C)(C)C.Cl. Product: [NH2:7][CH:8]1[CH2:13][CH2:12][N:11]([C:14]2[N:15]([CH3:32])[C:16](=[O:31])[C:17]([C:22]3[CH:27]=[CH:26][C:25]([O:28][CH3:29])=[C:24]([F:30])[CH:23]=3)=[C:18]([C:20]#[N:21])[N:19]=2)[CH2:10][CH2:9]1. The catalyst class is: 425. (4) Reactant: [C:1]1([S:7][CH2:8][CH2:9][CH2:10][CH2:11][CH2:12][CH2:13][C:14]([OH:16])=O)[CH:6]=[CH:5][CH:4]=[CH:3][CH:2]=1.C(Cl)(=O)C([Cl:20])=O. Product: [C:1]1([S:7][CH2:8][CH2:9][CH2:10][CH2:11][CH2:12][CH2:13][C:14]([Cl:20])=[O:16])[CH:6]=[CH:5][CH:4]=[CH:3][CH:2]=1. The catalyst class is: 4. (5) Reactant: [N:1]1[CH:6]=[CH:5][CH:4]=[C:3]([NH:7][C:8](=[O:15])OCC(Cl)(Cl)Cl)[CH:2]=1.[CH3:16][C:17]1[S:21][C:20]([N:22]2[CH2:27][CH2:26][NH:25][CH2:24][CH2:23]2)=[N:19][C:18]=1[C:28]1[CH:33]=[CH:32][CH:31]=[CH:30][CH:29]=1.C(N(C(C)C)CC)(C)C.O. Product: [CH3:16][C:17]1[S:21][C:20]([N:22]2[CH2:27][CH2:26][N:25]([C:8]([NH:7][C:3]3[CH:2]=[N:1][CH:6]=[CH:5][CH:4]=3)=[O:15])[CH2:24][CH2:23]2)=[N:19][C:18]=1[C:28]1[CH:29]=[CH:30][CH:31]=[CH:32][CH:33]=1. The catalyst class is: 16. (6) Reactant: [C:1]([C:5]1[CH:10]=[CH:9][C:8]([C:11]2[N:12]=[C:13]3[CH:18]=[CH:17][C:16](Br)=[N:15][N:14]3[C:20]=2[CH2:21][C:22]([N:24]([CH2:27][CH3:28])[CH2:25][CH3:26])=[O:23])=[CH:7][CH:6]=1)([CH3:4])([CH3:3])[CH3:2].[F-:29].[K+]. Product: [C:1]([C:5]1[CH:10]=[CH:9][C:8]([C:11]2[N:12]=[C:13]3[CH:18]=[CH:17][C:16]([F:29])=[N:15][N:14]3[C:20]=2[CH2:21][C:22]([N:24]([CH2:27][CH3:28])[CH2:25][CH3:26])=[O:23])=[CH:7][CH:6]=1)([CH3:4])([CH3:3])[CH3:2]. The catalyst class is: 11. (7) Reactant: C([O:5][C:6](=[N:34][NH:35][C:36]([NH2:38])=[O:37])[CH2:7][C@H:8]([NH:11][C:12](=[O:33])[C@H:13]([CH2:29][CH:30]([CH3:32])[CH3:31])[NH:14][C:15](=[O:28])[CH2:16][O:17][C:18]1[C:27]2[C:22](=[CH:23][CH:24]=[CH:25][CH:26]=2)[CH:21]=[CH:20][CH:19]=1)[CH:9]=[O:10])(C)(C)C.C1(OC)C=CC=CC=1.FC(F)(F)C(O)=O. Product: [C:18]1([O:17][CH2:16][C:15]([NH:14][C@H:13]([C:12]([NH:11][C@H:8]([CH:9]=[O:10])[CH2:7][C:6](=[N:34][NH:35][C:36]([NH2:38])=[O:37])[OH:5])=[O:33])[CH2:29][CH:30]([CH3:32])[CH3:31])=[O:28])[C:27]2[C:22](=[CH:23][CH:24]=[CH:25][CH:26]=2)[CH:21]=[CH:20][CH:19]=1. The catalyst class is: 2.